This data is from Forward reaction prediction with 1.9M reactions from USPTO patents (1976-2016). The task is: Predict the product of the given reaction. (1) Given the reactants Br[C:2]1[C:10]([F:11])=[CH:9][C:8]([C:12]#[N:13])=[C:7]2[C:3]=1[C:4]([CH3:15])=[C:5]([CH3:14])[NH:6]2.[NH:16]1[CH2:21][CH2:20][CH2:19][C@H:18]([NH:22][C:23](=[O:32])[O:24][CH2:25][C:26]2[CH:31]=[CH:30][CH:29]=[CH:28][CH:27]=2)[CH2:17]1.C1C=CC(P(C2C(C3C(P(C4C=CC=CC=4)C4C=CC=CC=4)=CC=C4C=3C=CC=C4)=C3C(C=CC=C3)=CC=2)C2C=CC=CC=2)=CC=1, predict the reaction product. The product is: [C:12]([C:8]1[CH:9]=[C:10]([F:11])[C:2]([N:16]2[CH2:21][CH2:20][CH2:19][C@H:18]([NH:22][C:23](=[O:32])[O:24][CH2:25][C:26]3[CH:31]=[CH:30][CH:29]=[CH:28][CH:27]=3)[CH2:17]2)=[C:3]2[C:7]=1[NH:6][C:5]([CH3:14])=[C:4]2[CH3:15])#[N:13]. (2) The product is: [CH3:1][N:2]([CH3:11])[C:3]1[CH:10]=[CH:9][C:6]([CH2:7][NH:24][C:23]2[CH:25]=[CH:26][C:20]([CH2:12][CH2:13][CH2:14][CH2:15][CH2:16][CH2:17][CH2:18][CH3:19])=[CH:21][CH:22]=2)=[CH:5][CH:4]=1. Given the reactants [CH3:1][N:2]([CH3:11])[C:3]1[CH:10]=[CH:9][C:6]([CH:7]=O)=[CH:5][CH:4]=1.[CH2:12]([C:20]1[CH:26]=[CH:25][C:23]([NH2:24])=[CH:22][CH:21]=1)[CH2:13][CH2:14][CH2:15][CH2:16][CH2:17][CH2:18][CH3:19], predict the reaction product. (3) Given the reactants [H-].[Li+].[Al+3].[H-].[H-].[H-].[CH3:7][O:8][C:9]1[N:18]=[CH:17][CH:16]=[CH:15][C:10]=1[C:11](OC)=[O:12].O.[OH-].[Na+], predict the reaction product. The product is: [CH3:7][O:8][C:9]1[C:10]([CH2:11][OH:12])=[CH:15][CH:16]=[CH:17][N:18]=1. (4) Given the reactants [Cl:1][C:2]1[CH:3]=[C:4]([CH:7]=[C:8]([Cl:10])[CH:9]=1)[CH:5]=[O:6].[F:11][CH:12]([Si](C)(C)C)[F:13].[F-].[Cs+], predict the reaction product. The product is: [Cl:1][C:2]1[CH:3]=[C:4]([CH:5]([OH:6])[CH:12]([F:13])[F:11])[CH:7]=[C:8]([Cl:10])[CH:9]=1. (5) Given the reactants Br[C:2]1[CH:3]=[C:4]([CH2:16][O:17][C:18]2[CH:23]=[CH:22][C:21]([O:24][CH2:25]C)=[C:20]([CH3:27])[CH:19]=2)[CH:5]=[C:6]([C:8]2[CH:13]=[CH:12][C:11]([O:14][CH3:15])=[CH:10][CH:9]=2)[CH:7]=1.[F:28][C:29]([F:41])([F:40])[O:30][C:31]1[CH:36]=[CH:35][C:34](B(O)O)=[CH:33][CH:32]=1.[C:42](=[O:45])([O-])[O-:43].[K+].[K+].[OH-].[Li+], predict the reaction product. The product is: [CH3:15][O:14][C:11]1[CH:10]=[CH:9][C:8]([C:6]2[CH:5]=[C:4]([CH2:16][O:17][C:18]3[CH:23]=[CH:22][C:21]([O:24][CH2:25][C:42]([OH:43])=[O:45])=[C:20]([CH3:27])[CH:19]=3)[CH:3]=[C:2]([C:34]3[CH:35]=[CH:36][C:31]([O:30][C:29]([F:41])([F:40])[F:28])=[CH:32][CH:33]=3)[CH:7]=2)=[CH:13][CH:12]=1. (6) Given the reactants [N:1]1[C:2]([C:10]2[CH:15]=[CH:14][C:13]([C:16]3[CH:20]=[CH:19][N:18]([CH2:21][C:22](O)=[O:23])[N:17]=3)=[CH:12][CH:11]=2)=[CH:3][N:4]2[CH:9]=[CH:8][CH:7]=[CH:6][C:5]=12.[CH:25]1[CH:30]=[C:29]([CH2:31][NH:32][CH2:33][C:34]2[N:39]=[CH:38][CH:37]=[CH:36][CH:35]=2)[N:28]=[CH:27][CH:26]=1.ON1C2C=CC=CC=2N=N1.Cl.C(N=C=NCCCN(C)C)C, predict the reaction product. The product is: [N:28]1[CH:27]=[CH:26][CH:25]=[CH:30][C:29]=1[CH2:31][N:32]([CH2:33][C:34]1[CH:35]=[CH:36][CH:37]=[CH:38][N:39]=1)[C:22](=[O:23])[CH2:21][N:18]1[CH:19]=[CH:20][C:16]([C:13]2[CH:12]=[CH:11][C:10]([C:2]3[N:1]=[C:5]4[CH:6]=[CH:7][CH:8]=[CH:9][N:4]4[CH:3]=3)=[CH:15][CH:14]=2)=[N:17]1. (7) Given the reactants [C:1]1([CH:7]([C:36]2[CH:41]=[CH:40][CH:39]=[CH:38][CH:37]=2)[CH2:8][NH:9][C:10]2[C:19]3[C:14](=[CH:15][CH:16]=[CH:17][CH:18]=3)[N:13]=[C:12]([C:20]3[CH:21]=[C:22]4[C:26](=[CH:27][CH:28]=3)[N:25](C(OC(C)(C)C)=O)[CH2:24][CH2:23]4)[N:11]=2)[CH:6]=[CH:5][CH:4]=[CH:3][CH:2]=1, predict the reaction product. The product is: [C:36]1([CH:7]([C:1]2[CH:6]=[CH:5][CH:4]=[CH:3][CH:2]=2)[CH2:8][NH:9][C:10]2[C:19]3[C:14](=[CH:15][CH:16]=[CH:17][CH:18]=3)[N:13]=[C:12]([C:20]3[CH:21]=[C:22]4[C:26](=[CH:27][CH:28]=3)[NH:25][CH2:24][CH2:23]4)[N:11]=2)[CH:37]=[CH:38][CH:39]=[CH:40][CH:41]=1. (8) Given the reactants [CH2:1]([OH:4])[CH2:2][OH:3].[CH3:5][O:6][C:7]1[CH:28]=[CH:27][C:10]([C:11](Cl)([C:20]2[CH:25]=[CH:24][CH:23]=[CH:22][CH:21]=2)[C:12]2[CH:17]=[CH:16][C:15]([O:18][CH3:19])=[CH:14][CH:13]=2)=[CH:9][CH:8]=1, predict the reaction product. The product is: [CH3:19][O:18][C:15]1[CH:14]=[CH:13][C:12]([C:11]([CH:1]([OH:4])[CH2:2][OH:3])([C:20]2[CH:21]=[CH:22][CH:23]=[CH:24][CH:25]=2)[C:10]2[CH:27]=[CH:28][C:7]([O:6][CH3:5])=[CH:8][CH:9]=2)=[CH:17][CH:16]=1. (9) Given the reactants [N:1]1([CH2:7][CH2:8][C:9]([N:11]2[CH2:17][CH2:16][CH2:15][CH2:14][C:13]3[NH:18][CH:19]=[CH:20][C:12]2=3)=[O:10])[CH2:6][CH2:5][CH2:4][CH2:3][CH2:2]1.O=P(Cl)(Cl)Cl.CN([CH:29]=[O:30])C, predict the reaction product. The product is: [N:1]1([CH2:7][CH2:8][C:9]([N:11]2[CH2:17][CH2:16][CH2:15][CH2:14][C:13]3[NH:18][C:19]([CH:29]=[O:30])=[CH:20][C:12]2=3)=[O:10])[CH2:6][CH2:5][CH2:4][CH2:3][CH2:2]1. (10) Given the reactants [Cl:1][CH2:2][CH:3]1[C:11]2[C:10]3[CH:12]=[CH:13][C:14]([S:16](Cl)(=[O:18])=[O:17])=[CH:15][C:9]=3[C:8]([N+:20]([O-:22])=[O:21])=[CH:7][C:6]=2[N:5](C(=O)C(F)(F)F)[CH2:4]1.[NH3:29], predict the reaction product. The product is: [Cl:1][CH2:2][CH:3]1[C:11]2[C:10]3[CH:12]=[CH:13][C:14]([S:16]([NH2:29])(=[O:18])=[O:17])=[CH:15][C:9]=3[C:8]([N+:20]([O-:22])=[O:21])=[CH:7][C:6]=2[NH:5][CH2:4]1.